Dataset: Reaction yield outcomes from USPTO patents with 853,638 reactions. Task: Predict the reaction yield, written as a fraction of the theoretical maximum amount of product (1.0 means a 100% yield; for example, 0.34 means a 34% yield). (1) The reactants are ClC(OC(Cl)C)=O.[CH3:8][O:9][C:10]1[C:28]([O:29][CH3:30])=[CH:27][CH:26]=[C:25]2[C:11]=1[C:12](=[O:31])[O:13][C:14]12[C:23]2[C:18](=[CH:19][CH:20]=[CH:21][CH:22]=2)[CH2:17][N:16](C)[CH2:15]1. The catalyst is ClCCCl. The product is [CH3:8][O:9][C:10]1[C:28]([O:29][CH3:30])=[CH:27][CH:26]=[C:25]2[C:11]=1[C:12](=[O:31])[O:13][C:14]12[C:23]2[C:18](=[CH:19][CH:20]=[CH:21][CH:22]=2)[CH2:17][NH:16][CH2:15]1. The yield is 1.00. (2) The reactants are [Cl:1][C:2]1[CH:3]=[CH:4][C:5]([CH3:11])=[C:6]([N:8]=[C:9]=[S:10])[CH:7]=1.[NH2:12][C:13]1[S:14][C:15]([CH3:19])=[C:16]([CH3:18])[N:17]=1. No catalyst specified. The product is [Cl:1][C:2]1[CH:3]=[CH:4][C:5]([CH3:11])=[C:6]([NH:8][C:9]([NH:12][C:13]2[S:14][C:15]([CH3:19])=[C:16]([CH3:18])[N:17]=2)=[S:10])[CH:7]=1. The yield is 0.310. (3) The catalyst is O1CCOCC1. The yield is 0.990. The product is [ClH:22].[CH3:1][C:2]1[C:6]([CH2:7][N:8]2[CH:12]=[C:11]([NH2:13])[CH:10]=[N:9]2)=[C:5]([CH3:21])[O:4][N:3]=1. The reactants are [CH3:1][C:2]1[C:6]([CH2:7][N:8]2[CH:12]=[C:11]([NH:13]C(=O)OC(C)(C)C)[CH:10]=[N:9]2)=[C:5]([CH3:21])[O:4][N:3]=1.[ClH:22].